From a dataset of Cav3 T-type calcium channel HTS with 100,875 compounds. Binary Classification. Given a drug SMILES string, predict its activity (active/inactive) in a high-throughput screening assay against a specified biological target. (1) The drug is S(=O)(=O)(N(CCC#N)C)c1cc2c(n(c(=O)n(c2=O)C)C)cc1. The result is 0 (inactive). (2) The compound is O=C(N1CCN(CC1)C(=O)c1occc1)c1c2c(CN(C2=O)c2ccc(OC)cc2)ccc1. The result is 0 (inactive). (3) The drug is O(C(=O)c1ccc(NC(=O)Nc2ccc(cc2)C)cc1)C. The result is 0 (inactive). (4) The drug is S(Cc1ccc(cc1)C#N)c1oc(nn1)c1nccnc1. The result is 0 (inactive). (5) The molecule is O(CCNCCOC)CCOc1cc(OC)ccc1. The result is 0 (inactive). (6) The drug is Clc1cc2[nH]c(=O)n(CCCC(=O)NCCC=3CCCCC3)c(=O)c2cc1. The result is 0 (inactive).